Task: Predict which catalyst facilitates the given reaction.. Dataset: Catalyst prediction with 721,799 reactions and 888 catalyst types from USPTO (1) Reactant: [F:1][C:2]1[CH:3]=[CH:4][CH:5]=[C:6]2[C:10]=1[N:9]1[CH2:11][CH:12](OS(C)(=O)=O)[CH2:13][CH2:14][C:8]1=[C:7]2[CH2:20][C:21]([O:23][CH2:24][CH2:25][CH3:26])=[O:22].[N-:27]=[N+:28]=[N-:29].[Na+]. Product: [N:27]([CH:12]1[CH2:11][N:9]2[C:10]3[C:6]([C:7]([CH2:20][C:21]([O:23][CH2:24][CH2:25][CH3:26])=[O:22])=[C:8]2[CH2:14][CH2:13]1)=[CH:5][CH:4]=[CH:3][C:2]=3[F:1])=[N+:28]=[N-:29]. The catalyst class is: 3. (2) Product: [CH:13]([S:12][C:6]1[CH:5]=[CH:4][C:3]([C:1]#[N:2])=[CH:11][C:7]=1[C:8]([N:58]1[CH2:57][CH2:56][N:55]([C:52]2[CH:51]=[CH:50][C:49]([C:48]([F:61])([F:62])[F:47])=[CH:54][CH:53]=2)[CH2:60][CH2:59]1)=[O:10])([CH3:15])[CH3:14]. Reactant: [C:1]([C:3]1[CH:4]=[CH:5][C:6]([S:12][CH:13]([CH3:15])[CH3:14])=[C:7]([CH:11]=1)[C:8]([OH:10])=O)#[N:2].CN(C(ON1N=NC2C=CC=CC1=2)=[N+](C)C)C.[B-](F)(F)(F)F.C(N(C(C)C)C(C)C)C.[F:47][C:48]([F:62])([F:61])[C:49]1[CH:54]=[CH:53][C:52]([N:55]2[CH2:60][CH2:59][NH:58][CH2:57][CH2:56]2)=[CH:51][CH:50]=1. The catalyst class is: 7. (3) Reactant: C(O)(C(F)(F)F)=O.[F:8][C:9]1[CH:14]=[CH:13][CH:12]=[C:11]([F:15])[C:10]=1[NH:16][C:17]([C@@H:19]1[CH2:27][C:26]2[C:21](=[CH:22][CH:23]=[CH:24][CH:25]=2)[N:20]1[C:28](=[O:47])[C@@H:29]([NH:33][C:34](=[O:46])[C@@H:35]([N:37](C)[C:38](=O)OC(C)(C)C)[CH3:36])[CH:30]([CH3:32])[CH3:31])=[O:18]. Product: [F:8][C:9]1[CH:14]=[CH:13][CH:12]=[C:11]([F:15])[C:10]=1[NH:16][C:17]([C@@H:19]1[CH2:27][C:26]2[C:21](=[CH:22][CH:23]=[CH:24][CH:25]=2)[N:20]1[C:28](=[O:47])[C@@H:29]([NH:33][C:34](=[O:46])[C@@H:35]([NH:37][CH3:38])[CH3:36])[CH:30]([CH3:31])[CH3:32])=[O:18]. The catalyst class is: 2. (4) Reactant: [Cl:1][C:2]1[CH:7]=[CH:6][C:5]([O:8][CH2:9][C:10]([OH:12])=O)=[CH:4][CH:3]=1.S(Cl)(Cl)=O.[NH2:17][NH:18][C:19]([NH2:21])=[S:20].N1C=CC=CC=1. Product: [Cl:1][C:2]1[CH:7]=[CH:6][C:5]([O:8][CH2:9][C:10]([NH:17][NH:18][C:19](=[S:20])[NH2:21])=[O:12])=[CH:4][CH:3]=1. The catalyst class is: 794.